Dataset: Catalyst prediction with 721,799 reactions and 888 catalyst types from USPTO. Task: Predict which catalyst facilitates the given reaction. (1) Reactant: C(N(C(C)C)CC)(C)C.[OH:10][C:11]1[CH:19]=[CH:18][CH:17]=[C:16]2[C:12]=1[C:13]([C:20]([F:23])([F:22])[F:21])=[N:14][NH:15]2.C1C=CC(N([S:31]([C:34]([F:37])([F:36])[F:35])(=[O:33])=[O:32])[S:31]([C:34]([F:37])([F:36])[F:35])(=[O:33])=[O:32])=CC=1.[Cl-].[Na+]. Product: [F:35][C:34]([F:37])([F:36])[S:31]([N:15]1[C:16]2[C:12](=[C:11]([O:10][S:31]([C:34]([F:35])([F:36])[F:37])(=[O:32])=[O:33])[CH:19]=[CH:18][CH:17]=2)[C:13]([C:20]([F:23])([F:22])[F:21])=[N:14]1)(=[O:33])=[O:32]. The catalyst class is: 4. (2) Reactant: [CH2:1]([O:8][C:9](=[O:18])[NH:10][C:11]1[C:12](=[O:17])[NH:13][CH:14]=[CH:15][CH:16]=1)[C:2]1[CH:7]=[CH:6][CH:5]=[CH:4][CH:3]=1.C1C(=O)N([I:26])C(=O)C1. Product: [CH2:1]([O:8][C:9](=[O:18])[NH:10][C:11]1[C:12](=[O:17])[NH:13][CH:14]=[C:15]([I:26])[CH:16]=1)[C:2]1[CH:3]=[CH:4][CH:5]=[CH:6][CH:7]=1. The catalyst class is: 2. (3) Product: [C:31]([O:33][C@@H:4]1[CH2:13][CH2:12][C:11]2[C:6](=[CH:7][CH:8]=[C:9]([C@H:14]3[CH2:23][CH2:22][C@@:16]4([NH:20][C:19](=[O:21])[O:18][CH2:17]4)[CH2:15]3)[CH:10]=2)[CH2:5]1)(=[O:32])[CH3:26]. The catalyst class is: 2. Reactant: C([C@@H:4]1[CH2:13][CH2:12][C:11]2[CH:10]=[C:9]([C@H:14]3[CH2:23][CH2:22][C@@:16]4([NH:20][C:19](=[O:21])[O:18][CH2:17]4)[CH2:15]3)[CH:8]=[CH:7][C:6]=2[CH2:5]1)(=O)C.C1C=C(Cl)C=[C:26]([C:31]([O:33]O)=[O:32])C=1. (4) Reactant: [C:1]([C:5]1[CH:6]=[C:7]([CH:12]=[C:13]([I:16])[C:14]=1[OH:15])[C:8]([O:10][CH3:11])=[O:9])([CH3:4])([CH3:3])[CH3:2].[C:17](=O)([O-])[O-].[K+].[K+].COS(=O)(=O)OC.O. Product: [C:1]([C:5]1[CH:6]=[C:7]([CH:12]=[C:13]([I:16])[C:14]=1[O:15][CH3:17])[C:8]([O:10][CH3:11])=[O:9])([CH3:4])([CH3:2])[CH3:3]. The catalyst class is: 9. (5) Reactant: [CH3:1][C:2]1([CH3:9])[O:6][CH:5]([CH2:7][OH:8])[CH2:4][O:3]1.[H-].[Na+].[Cl:12][C:13]1[N:14]=[N:15][C:16]([Cl:20])=[CH:17][C:18]=1Cl. Product: [Cl:12][C:13]1[N:14]=[N:15][C:16]([Cl:20])=[CH:17][C:18]=1[O:8][CH2:7][CH:5]1[CH2:4][O:3][C:2]([CH3:9])([CH3:1])[O:6]1. The catalyst class is: 1. (6) Reactant: C1([C@H]([NH:9][C@@H:10]2[CH2:15][CH2:14][N:13]([C:16]([O:18][C:19]([CH3:22])([CH3:21])[CH3:20])=[O:17])[CH2:12][C@@H:11]2[C:23]([O:25][CH2:26][CH3:27])=[O:24])C)C=CC=CC=1.C([O-])=O.[NH4+]. Product: [NH2:9][C@@H:10]1[CH2:15][CH2:14][N:13]([C:16]([O:18][C:19]([CH3:20])([CH3:21])[CH3:22])=[O:17])[CH2:12][C@@H:11]1[C:23]([O:25][CH2:26][CH3:27])=[O:24]. The catalyst class is: 50.